From a dataset of Forward reaction prediction with 1.9M reactions from USPTO patents (1976-2016). Predict the product of the given reaction. Given the reactants [NH2:1][C:2]1[N:7]=[C:6]([SH:8])[N:5]=[C:4]([OH:9])[CH:3]=1.Br[CH2:11][CH2:12][CH2:13]Br.C(=O)([O-])[O-].[Cs+].[Cs+], predict the reaction product. The product is: [NH2:1][C:2]1[N:7]=[C:6]2[N:5]([C:4](=[O:9])[CH:3]=1)[CH2:13][CH2:12][CH2:11][S:8]2.